From a dataset of Catalyst prediction with 721,799 reactions and 888 catalyst types from USPTO. Predict which catalyst facilitates the given reaction. (1) Reactant: [CH:1]([Mg]Br)=[CH2:2].[Cl:5][C:6]1[C:7]([F:15])=[C:8]([C:11]([F:14])=[CH:12][CH:13]=1)[CH:9]=[O:10]. Product: [Cl:5][C:6]1[C:7]([F:15])=[C:8]([CH:9]([OH:10])[CH:1]=[CH2:2])[C:11]([F:14])=[CH:12][CH:13]=1. The catalyst class is: 1. (2) Reactant: [C:1]([O:5][C:6]([NH:8][C@@H:9]1[C@H:14]([NH:15][C:16]2[N:21]=[C:20](Cl)[C:19]3[C:23](=[O:33])[N:24]([C:26]([O:28][C:29]([CH3:32])([CH3:31])[CH3:30])=[O:27])[CH2:25][C:18]=3[C:17]=2[F:34])[CH2:13][CH2:12][O:11][CH2:10]1)=[O:7])([CH3:4])([CH3:3])[CH3:2].[F:35][C:36]1[CH:46]=[CH:45][C:39](/[CH:40]=[CH:41]/B(O)O)=[CH:38][CH:37]=1.C(=O)([O-])[O-].[Na+].[Na+]. Product: [C:1]([O:5][C:6]([NH:8][C@@H:9]1[C@H:14]([NH:15][C:16]2[N:21]=[C:20](/[CH:41]=[CH:40]/[C:39]3[CH:45]=[CH:46][C:36]([F:35])=[CH:37][CH:38]=3)[C:19]3[C:23](=[O:33])[N:24]([C:26]([O:28][C:29]([CH3:32])([CH3:31])[CH3:30])=[O:27])[CH2:25][C:18]=3[C:17]=2[F:34])[CH2:13][CH2:12][O:11][CH2:10]1)=[O:7])([CH3:4])([CH3:3])[CH3:2]. The catalyst class is: 551. (3) Reactant: [C:1]([CH2:3][N:4]1[C:10]2[CH:11]=[CH:12][CH:13]=[CH:14][C:9]=2[CH2:8][CH2:7][C:6]2[CH:15]=[C:16]([CH2:19][N:20]3[C:24]4=[N:25][C:26]([CH3:30])=[CH:27][C:28]([CH3:29])=[C:23]4[N:22]=[C:21]3[CH2:31][CH3:32])[CH:17]=[CH:18][C:5]1=2)#[N:2].NO.[N:35]1C=CC=CC=1.[C:41](Cl)(=[O:45])[O:42]CC.C(=O)([O-])O.[Na+].CC(C)([O-])C.[K+]. Product: [CH2:31]([C:21]1[N:20]([CH2:19][C:16]2[CH:17]=[CH:18][C:5]3[N:4]([CH2:3][C:1]4[NH:35][C:41](=[O:45])[O:42][N:2]=4)[C:10]4[CH:11]=[CH:12][CH:13]=[CH:14][C:9]=4[CH2:8][CH2:7][C:6]=3[CH:15]=2)[C:24]2=[N:25][C:26]([CH3:30])=[CH:27][C:28]([CH3:29])=[C:23]2[N:22]=1)[CH3:32]. The catalyst class is: 162. (4) Reactant: [NH2:1][C:2]1[CH:12]=[CH:11][C:10]([N+:13]([O-:15])=[O:14])=[CH:9][C:3]=1[C:4]([O:6][CH2:7][CH3:8])=[O:5].[C:16]1(=O)[CH2:20][CH2:19][CH2:18][CH2:17]1.[BH4-].[Na+].S(=O)(=O)(O)O.C(=O)(O)[O-].[Na+]. Product: [CH:16]1([NH:1][C:2]2[CH:12]=[CH:11][C:10]([N+:13]([O-:15])=[O:14])=[CH:9][C:3]=2[C:4]([O:6][CH2:7][CH3:8])=[O:5])[CH2:20][CH2:19][CH2:18][CH2:17]1. The catalyst class is: 7. (5) Reactant: [CH2:1]([N:8]1[CH2:15][CH:14]2[CH2:16][CH:10]([CH2:11][N:12](CC3C=CC=CC=3)[CH2:13]2)[CH2:9]1)[C:2]1[CH:7]=[CH:6][CH:5]=[CH:4][CH:3]=1. Product: [CH2:1]([N:8]1[CH2:9][CH:10]2[CH2:16][CH:14]([CH2:13][NH:12][CH2:11]2)[CH2:15]1)[C:2]1[CH:7]=[CH:6][CH:5]=[CH:4][CH:3]=1. The catalyst class is: 29. (6) Reactant: [NH2:1][C:2]1[CH:31]=[CH:30][C:5]2[NH:6][C:7]([C:12]3[C:13](=[O:29])[C:14]([CH2:24][CH:25]4[CH2:28][CH2:27][CH2:26]4)([CH3:23])[C:15]4[C:20]([C:21]=3[OH:22])=[CH:19][CH:18]=[CH:17][CH:16]=4)=[N:8][S:9](=[O:11])(=[O:10])[C:4]=2[CH:3]=1.N1C=CC=CC=1.[CH3:38][S:39](Cl)(=[O:41])=[O:40]. Product: [CH:25]1([CH2:24][C:14]2([CH3:23])[C:15]3[C:20](=[CH:19][CH:18]=[CH:17][CH:16]=3)[C:21]([OH:22])=[C:12]([C:7]3[NH:6][C:5]4[CH:30]=[CH:31][C:2]([NH:1][S:39]([CH3:38])(=[O:41])=[O:40])=[CH:3][C:4]=4[S:9](=[O:11])(=[O:10])[N:8]=3)[C:13]2=[O:29])[CH2:28][CH2:27][CH2:26]1. The catalyst class is: 4.